Dataset: Forward reaction prediction with 1.9M reactions from USPTO patents (1976-2016). Task: Predict the product of the given reaction. (1) Given the reactants [C:1]([C:5]1[CH:9]=[C:8]([CH2:10][NH2:11])[N:7]([C:12]2[CH:17]=[CH:16][CH:15]=[C:14]([Cl:18])[CH:13]=2)[N:6]=1)([CH3:4])([CH3:3])[CH3:2].[OH:19][CH2:20][CH:21]([C:24]1[CH:29]=[CH:28][C:27]([NH:30][C:31](=O)[O:32]C2C=CC=CC=2)=[CH:26][C:25]=1[F:40])[CH2:22][OH:23], predict the reaction product. The product is: [C:1]([C:5]1[CH:9]=[C:8]([CH2:10][NH:11][C:31]([NH:30][C:27]2[CH:28]=[CH:29][C:24]([CH:21]([CH2:20][OH:19])[CH2:22][OH:23])=[C:25]([F:40])[CH:26]=2)=[O:32])[N:7]([C:12]2[CH:17]=[CH:16][CH:15]=[C:14]([Cl:18])[CH:13]=2)[N:6]=1)([CH3:4])([CH3:2])[CH3:3]. (2) Given the reactants [Br:1][C:2]1[CH:3]=[C:4]([CH:49]=[CH:50][CH:51]=1)[CH2:5][N:6]1[CH:11]=[CH:10][CH:9]=[C:8]([C:12]([NH:14][C@@H:15]([CH2:23][CH2:24][CH2:25][NH:26][C:27]([NH:29]S(C2C(C)=C3C(=C(C)C=2C)OC(C)(C)CC3)(=O)=O)=[NH:28])[C:16]([O:18]C(C)(C)C)=[O:17])=[O:13])[C:7]1=[O:48].[C:52]([OH:58])([C:54]([F:57])([F:56])[F:55])=[O:53].C([SiH](CC)CC)C, predict the reaction product. The product is: [Br:1][C:2]1[CH:3]=[C:4]([CH:49]=[CH:50][CH:51]=1)[CH2:5][N:6]1[CH:11]=[CH:10][CH:9]=[C:8]([C:12]([NH:14][C@@H:15]([CH2:23][CH2:24][CH2:25][NH:26][C:27]([NH2:29])=[NH:28])[C:16]([OH:18])=[O:17])=[O:13])[C:7]1=[O:48].[C:52]([OH:58])([C:54]([F:57])([F:56])[F:55])=[O:53]. (3) Given the reactants [F:1][C:2]([F:37])([F:36])[C:3]1[CH:31]=[C:30]([C:32]([F:35])([F:34])[F:33])[CH:29]=[CH:28][C:4]=1[CH2:5][N:6]1[CH2:11][CH2:10][CH:9](/[CH:12]=[C:13]2/[C:14]([NH:19][CH2:20][C:21]([O:23]C(C)(C)C)=[O:22])=[N:15][C:16](=[O:18])[S:17]/2)[CH2:8][CH2:7]1.[ClH:38].C(OCC)(=O)C, predict the reaction product. The product is: [ClH:38].[F:37][C:2]([F:1])([F:36])[C:3]1[CH:31]=[C:30]([C:32]([F:34])([F:35])[F:33])[CH:29]=[CH:28][C:4]=1[CH2:5][N:6]1[CH2:7][CH2:8][CH:9](/[CH:12]=[C:13]2/[C:14]([NH:19][CH2:20][C:21]([OH:23])=[O:22])=[N:15][C:16](=[O:18])[S:17]/2)[CH2:10][CH2:11]1. (4) Given the reactants [CH:1]12[CH2:8][CH2:7][CH:4]([CH2:5][CH2:6]1)[C:3](=O)[C:2]2=O.COP([CH2:17][C:18](=O)[CH2:19][C:20]1([CH3:23])[CH2:22][CH2:21]1)(=O)OC.O.[NH2:26][NH2:27], predict the reaction product. The product is: [CH3:23][C:20]1([CH2:19][C:18]2[N:26]=[N:27][C:2]3[CH:1]4[CH2:8][CH2:7][CH:4]([C:3]=3[CH:17]=2)[CH2:5][CH2:6]4)[CH2:22][CH2:21]1. (5) Given the reactants [O-]P([O-])([O-])=O.[K+].[K+].[K+].[CH3:9][O:10][C:11]([C:13]1[CH:23]=[C:22]([OH:24])[C:16]2[CH2:17][C:18]([CH3:21])([CH3:20])[O:19][C:15]=2[CH:14]=1)=[O:12].[N:25]1([C:29]([C:31]2[CH:36]=[CH:35][C:34](Br)=[CH:33][CH:32]=2)=[O:30])[CH2:28][CH2:27][CH2:26]1, predict the reaction product. The product is: [CH3:9][O:10][C:11]([C:13]1[CH:23]=[C:22]([O:24][C:34]2[CH:33]=[CH:32][C:31]([C:29]([N:25]3[CH2:26][CH2:27][CH2:28]3)=[O:30])=[CH:36][CH:35]=2)[C:16]2[CH2:17][C:18]([CH3:21])([CH3:20])[O:19][C:15]=2[CH:14]=1)=[O:12]. (6) Given the reactants [NH:1]1[CH2:5][CH2:4][CH2:3][CH2:2]1.C([O-])([O-])=O.[K+].[K+].Br[CH2:13][C:14]([O:16][CH2:17][CH3:18])=[O:15], predict the reaction product. The product is: [N:1]1([CH2:13][C:14]([O:16][CH2:17][CH3:18])=[O:15])[CH2:5][CH2:4][CH2:3][CH2:2]1.